Task: Predict the product of the given reaction.. Dataset: Forward reaction prediction with 1.9M reactions from USPTO patents (1976-2016) (1) Given the reactants C([O:3][C:4]([C:6]1[S:10][C:9]([N:11]2[C:15]3[CH:16]=[C:17]([OH:21])[C:18]([OH:20])=[CH:19][C:14]=3[N:13]=[CH:12]2)=[N:8][C:7]=1[C:22]1[CH:27]=[CH:26][CH:25]=[CH:24][CH:23]=1)=[O:5])C.[CH3:28][O:29][CH2:30][CH2:31]Br.[C:33](=[O:36])([O-])[O-].[K+].[K+].O.CN1CC[CH2:43][C:42]1=O, predict the reaction product. The product is: [CH3:28][O:29][CH2:30][CH2:31][O:20][C:18]1[C:17]([O:21][CH2:42][CH2:43][O:36][CH3:33])=[CH:16][C:15]2[N:11]([C:9]3[S:10][C:6]([C:4]([OH:3])=[O:5])=[C:7]([C:22]4[CH:27]=[CH:26][CH:25]=[CH:24][CH:23]=4)[N:8]=3)[CH:12]=[N:13][C:14]=2[CH:19]=1. (2) Given the reactants [C:1]([Si:5]([CH3:38])([CH3:37])[O:6][CH2:7][CH2:8][NH:9][C:10]1[CH:15]=[CH:14][C:13]([NH:16][C:17]([C:19]2[CH:24]=[C:23]([C:25]#[N:26])[C:22]([CH3:27])=[CH:21][C:20]=2[NH:28][C:29]([C:31]2[S:32][C:33]([Cl:36])=[CH:34][CH:35]=2)=[O:30])=[O:18])=[CH:12][CH:11]=1)([CH3:4])([CH3:3])[CH3:2].[N:39]#[C:40]Br.C(=O)(O)[O-].[Na+], predict the reaction product. The product is: [Si:5]([O:6][CH2:7][CH2:8][N:9]([C:40]#[N:39])[C:10]1[CH:11]=[CH:12][C:13]([NH:16][C:17]([C:19]2[CH:24]=[C:23]([C:25]#[N:26])[C:22]([CH3:27])=[CH:21][C:20]=2[NH:28][C:29]([C:31]2[S:32][C:33]([Cl:36])=[CH:34][CH:35]=2)=[O:30])=[O:18])=[CH:14][CH:15]=1)([C:1]([CH3:2])([CH3:4])[CH3:3])([CH3:38])[CH3:37]. (3) Given the reactants Br[C:2]1[CH:3]=[C:4]2[C:9](=[CH:10][CH:11]=1)[N:8]=[CH:7][C:6]([C:12]([CH:14]1[CH2:16][CH2:15]1)=[O:13])=[C:5]2[NH:17][C@H:18]1[CH2:23][CH2:22][C@H:21]([N:24]([CH3:32])[C:25](=[O:31])[O:26][C:27]([CH3:30])([CH3:29])[CH3:28])[CH2:20][CH2:19]1.[Cl:33][C:34]1[CH:39]=[C:38](B2OC(C)(C)C(C)(C)O2)[CH:37]=[C:36]([Cl:49])[C:35]=1[OH:50], predict the reaction product. The product is: [CH:14]1([C:12]([C:6]2[CH:7]=[N:8][C:9]3[C:4]([C:5]=2[NH:17][C@H:18]2[CH2:23][CH2:22][C@H:21]([N:24]([CH3:32])[C:25](=[O:31])[O:26][C:27]([CH3:30])([CH3:28])[CH3:29])[CH2:20][CH2:19]2)=[CH:3][C:2]([C:38]2[CH:39]=[C:34]([Cl:33])[C:35]([OH:50])=[C:36]([Cl:49])[CH:37]=2)=[CH:11][CH:10]=3)=[O:13])[CH2:16][CH2:15]1.